From a dataset of Full USPTO retrosynthesis dataset with 1.9M reactions from patents (1976-2016). Predict the reactants needed to synthesize the given product. Given the product [C:21]([C:23]1[CH:31]=[CH:30][C:26]([C:9]([O:11][C:12]([CH3:13])([CH3:14])[CH3:15])=[O:10])=[C:25]([F:32])[CH:24]=1)#[N:22], predict the reactants needed to synthesize it. The reactants are: [C:9](O[C:9]([O:11][C:12]([CH3:15])([CH3:14])[CH3:13])=[O:10])([O:11][C:12]([CH3:15])([CH3:14])[CH3:13])=[O:10].C(O)(C)(C)C.[C:21]([C:23]1[CH:31]=[CH:30][C:26](C(O)=O)=[C:25]([F:32])[CH:24]=1)#[N:22].